Dataset: Reaction yield outcomes from USPTO patents with 853,638 reactions. Task: Predict the reaction yield, written as a fraction of the theoretical maximum amount of product (1.0 means a 100% yield; for example, 0.34 means a 34% yield). (1) The reactants are [CH3:1][NH:2][CH2:3][CH2:4][CH2:5][N:6]1[CH2:11][CH2:10][S:9][C:8]2[CH:12]=[C:13]([N+:16]([O-:18])=[O:17])[CH:14]=[CH:15][C:7]1=2.C(N(CC)CC)C.[C:26](O[C:26]([O:28][C:29]([CH3:32])([CH3:31])[CH3:30])=[O:27])([O:28][C:29]([CH3:32])([CH3:31])[CH3:30])=[O:27]. The catalyst is O1CCOCC1. The product is [CH3:1][N:2]([CH2:3][CH2:4][CH2:5][N:6]1[CH2:11][CH2:10][S:9][C:8]2[CH:12]=[C:13]([N+:16]([O-:18])=[O:17])[CH:14]=[CH:15][C:7]1=2)[C:26](=[O:27])[O:28][C:29]([CH3:32])([CH3:31])[CH3:30]. The yield is 0.960. (2) The reactants are C(=O)([O-])[O-].[K+].[K+].[OH:7][C:8]1[C:13]([CH3:14])=[C:12]([OH:15])[CH:11]=[CH:10][C:9]=1[C:16](=[O:20])[CH2:17][CH2:18][CH3:19].Br[CH2:22][CH2:23][CH2:24][CH2:25][O:26][C:27]1[CH:34]=[CH:33][C:30]([C:31]#[N:32])=[CH:29][CH:28]=1. The catalyst is CC(C)=O. The product is [C:16]([C:9]1[CH:10]=[CH:11][C:12]([O:15][CH2:22][CH2:23][CH2:24][CH2:25][O:26][C:27]2[CH:28]=[CH:29][C:30]([C:31]#[N:32])=[CH:33][CH:34]=2)=[C:13]([CH3:14])[C:8]=1[OH:7])(=[O:20])[CH2:17][CH2:18][CH3:19]. The yield is 0.800.